This data is from Reaction yield outcomes from USPTO patents with 853,638 reactions. The task is: Predict the reaction yield, written as a fraction of the theoretical maximum amount of product (1.0 means a 100% yield; for example, 0.34 means a 34% yield). The reactants are [CH2:1]([C:4]1([S:7]([N:10]2[C:14]3=[CH:15][C:16]4[S:20][CH:19]=[N:18][C:17]=4[C:21]([F:22])=[C:13]3[N:12]([C:23]3[CH:28]=[CH:27][C:26]([I:29])=[CH:25][C:24]=3[F:30])C2=O)(=[O:9])=[O:8])[CH2:6][CH2:5]1)[CH:2]=[CH2:3].C[Si](C)(C)[O-].[K+]. The catalyst is C1COCC1. The product is [CH2:1]([C:4]1([S:7]([NH:10][C:14]2[C:13]([NH:12][C:23]3[CH:28]=[CH:27][C:26]([I:29])=[CH:25][C:24]=3[F:30])=[C:21]([F:22])[C:17]3[N:18]=[CH:19][S:20][C:16]=3[CH:15]=2)(=[O:9])=[O:8])[CH2:6][CH2:5]1)[CH:2]=[CH2:3]. The yield is 0.913.